Dataset: NCI-60 drug combinations with 297,098 pairs across 59 cell lines. Task: Regression. Given two drug SMILES strings and cell line genomic features, predict the synergy score measuring deviation from expected non-interaction effect. (1) Drug 1: CCN(CC)CCNC(=O)C1=C(NC(=C1C)C=C2C3=C(C=CC(=C3)F)NC2=O)C. Drug 2: CN(C(=O)NC(C=O)C(C(C(CO)O)O)O)N=O. Cell line: MALME-3M. Synergy scores: CSS=5.83, Synergy_ZIP=-3.34, Synergy_Bliss=-4.57, Synergy_Loewe=2.15, Synergy_HSA=-5.16. (2) Drug 1: CC12CCC(CC1=CCC3C2CCC4(C3CC=C4C5=CN=CC=C5)C)O. Drug 2: CS(=O)(=O)C1=CC(=C(C=C1)C(=O)NC2=CC(=C(C=C2)Cl)C3=CC=CC=N3)Cl. Cell line: NCIH23. Synergy scores: CSS=-2.15, Synergy_ZIP=-2.14, Synergy_Bliss=-6.02, Synergy_Loewe=-8.10, Synergy_HSA=-7.18. (3) Drug 1: CC1=CC=C(C=C1)C2=CC(=NN2C3=CC=C(C=C3)S(=O)(=O)N)C(F)(F)F. Drug 2: CC1=C(C(=O)C2=C(C1=O)N3CC4C(C3(C2COC(=O)N)OC)N4)N. Cell line: HS 578T. Synergy scores: CSS=6.65, Synergy_ZIP=-4.30, Synergy_Bliss=-1.15, Synergy_Loewe=-9.17, Synergy_HSA=-1.75. (4) Drug 1: CC12CCC(CC1=CCC3C2CCC4(C3CC=C4C5=CN=CC=C5)C)O. Drug 2: CNC(=O)C1=NC=CC(=C1)OC2=CC=C(C=C2)NC(=O)NC3=CC(=C(C=C3)Cl)C(F)(F)F. Cell line: LOX IMVI. Synergy scores: CSS=39.2, Synergy_ZIP=-3.93, Synergy_Bliss=-4.97, Synergy_Loewe=-7.40, Synergy_HSA=-1.63. (5) Drug 1: CCC1(CC2CC(C3=C(CCN(C2)C1)C4=CC=CC=C4N3)(C5=C(C=C6C(=C5)C78CCN9C7C(C=CC9)(C(C(C8N6C)(C(=O)OC)O)OC(=O)C)CC)OC)C(=O)OC)O. Drug 2: CC1CC(C(C(C=C(C(C(C=CC=C(C(=O)NC2=CC(=O)C(=C(C1)C2=O)OC)C)OC)OC(=O)N)C)C)O)OC. Cell line: SK-OV-3. Synergy scores: CSS=60.0, Synergy_ZIP=3.24, Synergy_Bliss=1.78, Synergy_Loewe=1.78, Synergy_HSA=4.56.